From a dataset of Cav3 T-type calcium channel HTS with 100,875 compounds. Binary Classification. Given a drug SMILES string, predict its activity (active/inactive) in a high-throughput screening assay against a specified biological target. (1) The compound is O(c1ccc(C(N2CCN(CC2)c2ccccc2)c2n(nnn2)Cc2ccccc2)cc1)C. The result is 1 (active). (2) The molecule is o1c(CN(Cc2cc3c([nH]c2=O)cccc3)C(=O)c2cc(OC)c(OC)c(OC)c2)ccc1. The result is 0 (inactive). (3) The molecule is S(Cc1c2c(ccc1)cccc2)c1nc([nH]n1)NC(=O)C. The result is 0 (inactive). (4) The compound is s1c(NC2=NCCC2)nnc1. The result is 0 (inactive). (5) The compound is O=c1n2CCCc2c(c(=O)n1Cc1ccc(cc1)C#N)C#N. The result is 0 (inactive).